Dataset: CYP2C9 inhibition data for predicting drug metabolism from PubChem BioAssay. Task: Regression/Classification. Given a drug SMILES string, predict its absorption, distribution, metabolism, or excretion properties. Task type varies by dataset: regression for continuous measurements (e.g., permeability, clearance, half-life) or binary classification for categorical outcomes (e.g., BBB penetration, CYP inhibition). Dataset: cyp2c9_veith. (1) The drug is O=C(O)[C@H](CCc1ccccc1)N1C(=O)c2ccccc2C1=O. The result is 0 (non-inhibitor). (2) The compound is CN(CCO)c1nc(N)c2c(N)nc3c(c2c1C#N)CC(=O)N3C1CCCC1. The result is 1 (inhibitor). (3) The compound is CCCc1cc2c(n1CCO)C(C)C1CN(C(=O)c3ccccc3)C(C)(C(=O)OC)C21. The result is 1 (inhibitor). (4) The drug is O=[N+]([O-])c1ccc(Nc2nc3ccccc3s2)cc1. The result is 1 (inhibitor). (5) The molecule is COc1ccc(CCCO[C@@H](Cn2ccnc2)c2ccc(OC)cc2)cc1. The result is 0 (non-inhibitor).